Dataset: Ames mutagenicity test results for genotoxicity prediction. Task: Regression/Classification. Given a drug SMILES string, predict its toxicity properties. Task type varies by dataset: regression for continuous values (e.g., LD50, hERG inhibition percentage) or binary classification for toxic/non-toxic outcomes (e.g., AMES mutagenicity, cardiotoxicity, hepatotoxicity). Dataset: ames. (1) The drug is Cc1ccc([N+](=O)[O-])c(N)c1. The result is 0 (non-mutagenic). (2) The compound is Cc1ccc(O)c(C)c1. The result is 1 (mutagenic). (3) The drug is COc1cc2c(c3oc(O)c4c(O)ccc-4c13)C1C(O2)OC2OC21. The result is 1 (mutagenic). (4) The drug is N/C(=N\O)c1cc(O)c(O)c(O)c1. The result is 1 (mutagenic). (5) The molecule is COC(=O)c1oc(NOC(C)=O)c(-c2ccccc2)c1-c1ccccc1. The result is 0 (non-mutagenic). (6) The compound is COc1cc(NS(C)(=O)=O)ccc1Nc1c2ccccc2nc2ccccc12. The result is 1 (mutagenic).